From a dataset of Forward reaction prediction with 1.9M reactions from USPTO patents (1976-2016). Predict the product of the given reaction. (1) Given the reactants [CH2:1]([O:8][N:9]1[CH:13]=[CH:12][CH:11]=[N:10]1)[C:2]1[CH:7]=[CH:6][CH:5]=[CH:4][CH:3]=1.[Li]CCCC.[Sn:19](Cl)([CH2:28][CH2:29][CH2:30][CH3:31])([CH2:24][CH2:25][CH2:26][CH3:27])[CH2:20][CH2:21][CH2:22][CH3:23], predict the reaction product. The product is: [CH2:1]([O:8][N:9]1[C:13]([Sn:19]([CH2:24][CH2:25][CH2:26][CH3:27])([CH2:28][CH2:29][CH2:30][CH3:31])[CH2:20][CH2:21][CH2:22][CH3:23])=[CH:12][CH:11]=[N:10]1)[C:2]1[CH:3]=[CH:4][CH:5]=[CH:6][CH:7]=1. (2) Given the reactants [CH2:1]([N:3]1[C:8]2[N:9]=[C:10]([S:13][CH3:14])[N:11]=[CH:12][C:7]=2[CH:6]=[C:5]([C:15]2[CH:20]=[CH:19][C:18]([S:21]([N:24]([CH3:26])[CH3:25])(=[O:23])=[O:22])=[CH:17][C:16]=2[CH3:27])[C:4]1=[O:28])[CH3:2].C1C=C(Cl)C=C(C(OO)=[O:37])C=1, predict the reaction product. The product is: [CH2:1]([N:3]1[C:8]2[N:9]=[C:10]([S:13]([CH3:14])=[O:37])[N:11]=[CH:12][C:7]=2[CH:6]=[C:5]([C:15]2[CH:20]=[CH:19][C:18]([S:21]([N:24]([CH3:25])[CH3:26])(=[O:22])=[O:23])=[CH:17][C:16]=2[CH3:27])[C:4]1=[O:28])[CH3:2].